Predict the reactants needed to synthesize the given product. From a dataset of Full USPTO retrosynthesis dataset with 1.9M reactions from patents (1976-2016). (1) Given the product [Cl:18][C:19]1[CH:26]=[CH:25][C:22]([CH2:23][N:6]2[C:7](=[O:10])[CH:8]=[C:9]3[S:1][CH:2]=[CH:3][N:4]3[C:5]2=[O:11])=[CH:21][CH:20]=1, predict the reactants needed to synthesize it. The reactants are: [S:1]1[C:9]2[N:4]([C:5](=[O:11])[NH:6][C:7](=[O:10])[CH:8]=2)[CH:3]=[CH:2]1.C(=O)([O-])[O-].[Cs+].[Cs+].[Cl:18][C:19]1[CH:26]=[CH:25][C:22]([CH2:23]Cl)=[CH:21][CH:20]=1. (2) Given the product [CH:1]1([C:7]([N:9]2[CH2:15][C:14]3[CH:16]=[CH:17][C:18]([C:20]([NH:26][OH:27])=[O:21])=[N:19][C:13]=3[O:12][CH2:11][CH2:10]2)=[O:8])[CH2:6][CH2:5][CH2:4][CH2:3][CH2:2]1, predict the reactants needed to synthesize it. The reactants are: [CH:1]1([C:7]([N:9]2[CH2:15][C:14]3[CH:16]=[CH:17][C:18]([C:20](OC(C)C)=[O:21])=[N:19][C:13]=3[O:12][CH2:11][CH2:10]2)=[O:8])[CH2:6][CH2:5][CH2:4][CH2:3][CH2:2]1.[NH2:26][OH:27].[OH-].[Na+].Cl. (3) Given the product [O:7]1[C@H:3]2[O:4][CH2:5][CH2:6][C@H:2]2[C@@H:9]([OH:10])[CH2:8]1, predict the reactants needed to synthesize it. The reactants are: Br[C@:2]12[C@@H:9]([OH:10])[CH2:8][O:7][C@H:3]1[O:4][CH2:5][CH2:6]2.C1COCC1.C(N(CC)CC)C. (4) Given the product [C:10]([C:8]1[CH:9]=[C:4]2[CH:3]=[CH:2][N:1]([CH2:19][CH2:20][C:21]([O:23][CH2:24][CH3:25])=[O:22])[C:5]2=[N:6][CH:7]=1)#[N:11], predict the reactants needed to synthesize it. The reactants are: [NH:1]1[C:5]2=[N:6][CH:7]=[C:8]([C:10]#[N:11])[CH:9]=[C:4]2[CH:3]=[CH:2]1.C([O-])([O-])=O.[Cs+].[Cs+].Br[CH2:19][CH2:20][C:21]([O:23][CH2:24][CH3:25])=[O:22].C(OCC)(=O)C. (5) Given the product [C:1]1([CH2:7][CH:8]=[O:9])[CH:6]=[CH:5][CH:4]=[CH:3][CH:2]=1, predict the reactants needed to synthesize it. The reactants are: [C:1]1([CH2:7][C:8](OCC)=[O:9])[CH:6]=[CH:5][CH:4]=[CH:3][CH:2]=1.[H-].C([Al+]CC(C)C)C(C)C. (6) The reactants are: [OH-].[Na+].[CH3:3][O:4][C:5]([CH2:7]P(OC)(OC)=O)=[O:6].O=[C:15]1[CH2:20][CH2:19][N:18]([C:21]([O:23][C:24]([CH3:27])([CH3:26])[CH3:25])=[O:22])[CH2:17][CH2:16]1.Cl. Given the product [CH3:3][O:4][C:5]([CH:7]=[C:15]1[CH2:20][CH2:19][N:18]([C:21]([O:23][C:24]([CH3:27])([CH3:26])[CH3:25])=[O:22])[CH2:17][CH2:16]1)=[O:6], predict the reactants needed to synthesize it. (7) Given the product [Cl:36][C:34]1[CH:33]=[CH:32][C:31]2[NH:37][C:38]([CH2:39][CH2:40][C:41]([NH:43][C:44]3[CH:49]=[CH:48][C:47]([O:50][C:51]4[CH:52]=[N:53][CH:54]=[CH:55][CH:56]=4)=[CH:46][CH:45]=3)=[O:42])=[N:29][C:30]=2[CH:35]=1, predict the reactants needed to synthesize it. The reactants are: ClC1C=CC2NC(C(C)C(NC3C=CC(OC4C=NC=CC=4)=CC=3)=O)=NC=2C=1.[NH2:29][C:30]1[CH:35]=[C:34]([Cl:36])[CH:33]=[CH:32][C:31]=1[NH:37][C:38](=O)[CH2:39][CH2:40][C:41]([NH:43][C:44]1[CH:49]=[CH:48][C:47]([O:50][C:51]2[CH:52]=[N:53][CH:54]=[CH:55][CH:56]=2)=[CH:46][CH:45]=1)=[O:42]. (8) Given the product [ClH:1].[CH:21]1([CH2:20][N:11]2[C:12]3[C:17](=[CH:16][CH:15]=[CH:14][C:13]=3[O:18][CH3:19])[C:9]([C:7]3[O:8][C:3]([CH2:2][N:29]([CH2:30][CH3:31])[CH2:27][CH3:28])=[N:5][CH:6]=3)=[CH:10]2)[CH2:26][CH2:25][CH2:24][CH2:23][CH2:22]1, predict the reactants needed to synthesize it. The reactants are: [Cl:1][CH2:2][C:3]([NH:5][CH2:6][C:7]([C:9]1[C:17]2[C:12](=[C:13]([O:18][CH3:19])[CH:14]=[CH:15][CH:16]=2)[N:11]([CH2:20][CH:21]2[CH2:26][CH2:25][CH2:24][CH2:23][CH2:22]2)[CH:10]=1)=[O:8])=O.[CH2:27]([NH:29][CH2:30][CH3:31])[CH3:28].Cl. (9) Given the product [CH3:1][N:2]1[C:6]([Sn:13]([CH3:15])([CH3:14])[CH3:12])=[CH:5][CH:4]=[N:3]1, predict the reactants needed to synthesize it. The reactants are: [CH3:1][N:2]1[CH:6]=[CH:5][CH:4]=[N:3]1.C([Li])CCC.[CH3:12][Sn:13](Cl)([CH3:15])[CH3:14]. (10) Given the product [NH2:1][C@H:2]1[CH2:7][CH2:6][CH2:5][CH2:4][C@@H:3]1[NH:8][C:10]1[CH:11]=[CH:12][C:13]2[C:19](=[O:20])[C:18]3[CH:21]=[CH:22][CH:23]=[CH:24][C:17]=3[CH2:16][O:15][C:14]=2[CH:25]=1, predict the reactants needed to synthesize it. The reactants are: [NH2:1][C@H:2]1[CH2:7][CH2:6][CH2:5][CH2:4][C@@H:3]1[NH2:8].F[C:10]1[CH:11]=[CH:12][C:13]2[C:19](=[O:20])[C:18]3[CH:21]=[CH:22][CH:23]=[CH:24][C:17]=3[CH2:16][O:15][C:14]=2[CH:25]=1.